Predict the reactants needed to synthesize the given product. From a dataset of Full USPTO retrosynthesis dataset with 1.9M reactions from patents (1976-2016). (1) Given the product [F:1][C:2]([F:7])([F:6])[C:3]([OH:5])=[O:4].[CH2:37]([S:34]([N:31]1[CH2:30][CH2:29][CH:28]([C:19]2[C:18]3[C:22](=[C:23]([C:25]([NH2:27])=[O:26])[CH:24]=[C:16]([C:14]4[CH:13]=[CH:12][N:11]=[C:10]([N:9]5[CH2:39][CH2:3][O:5][CH2:40][CH2:8]5)[CH:15]=4)[CH:17]=3)[NH:21][CH:20]=2)[CH2:33][CH2:32]1)(=[O:36])=[O:35])[CH3:38], predict the reactants needed to synthesize it. The reactants are: [F:1][C:2]([F:7])([F:6])[C:3]([OH:5])=[O:4].[CH3:8][N:9]([CH3:39])[C:10]1[CH:15]=[C:14]([C:16]2[CH:17]=[C:18]3[C:22](=[C:23]([C:25]([NH2:27])=[O:26])[CH:24]=2)[NH:21][CH:20]=[C:19]3[CH:28]2[CH2:33][CH2:32][N:31]([S:34]([CH2:37][CH3:38])(=[O:36])=[O:35])[CH2:30][CH2:29]2)[CH:13]=[CH:12][N:11]=1.[CH3:40]NC. (2) Given the product [CH3:35][C:36]1[CH:44]=[CH:43][C:39]([C:40]([O:23][CH2:22][N:21]2[C:20]3[CH:24]=[CH:25][CH:26]=[CH:27][C:19]=3[N:18]=[C:17]2[S:15]([CH2:14][C:3]2[C:2]([CH3:1])=[C:7]([O:8][CH2:9][C:10]([F:12])([F:11])[F:13])[CH:6]=[CH:5][N:4]=2)=[O:16])=[O:41])=[CH:38][CH:37]=1, predict the reactants needed to synthesize it. The reactants are: [CH3:1][C:2]1[C:3]([CH2:14][S:15]([C:17]2[N:21]([CH2:22][OH:23])[C:20]3[CH:24]=[CH:25][CH:26]=[CH:27][C:19]=3[N:18]=2)=[O:16])=[N:4][CH:5]=[CH:6][C:7]=1[O:8][CH2:9][C:10]([F:13])([F:12])[F:11].C(N(CC)CC)C.[CH3:35][C:36]1[CH:44]=[CH:43][C:39]([C:40](Cl)=[O:41])=[CH:38][CH:37]=1.C(OCC)(=O)C.